This data is from Full USPTO retrosynthesis dataset with 1.9M reactions from patents (1976-2016). The task is: Predict the reactants needed to synthesize the given product. (1) Given the product [N:22]1([CH:28]2[CH2:33][CH2:32][N:31]([C:34]([O:21][C:18]3[CH:17]=[CH:16][C:15](/[CH:14]=[C:11](\[C:12]#[N:13])/[C:5]4[CH:6]=[CH:7][C:8]([O:9][CH3:10])=[C:3]([O:2][CH3:1])[CH:4]=4)=[CH:20][CH:19]=3)=[O:35])[CH2:30][CH2:29]2)[CH2:27][CH2:26][CH2:25][CH2:24][CH2:23]1, predict the reactants needed to synthesize it. The reactants are: [CH3:1][O:2][C:3]1[CH:4]=[C:5](/[C:11](=[CH:14]/[C:15]2[CH:20]=[CH:19][C:18]([OH:21])=[CH:17][CH:16]=2)/[C:12]#[N:13])[CH:6]=[CH:7][C:8]=1[O:9][CH3:10].[N:22]1([CH:28]2[CH2:33][CH2:32][N:31]([C:34](Cl)=[O:35])[CH2:30][CH2:29]2)[CH2:27][CH2:26][CH2:25][CH2:24][CH2:23]1.O. (2) Given the product [F:7][C:8]([C:18]1[CH:23]=[CH:22][C:21]([C:24]2[CH:32]=[CH:31][C:27]([C:28]([N:39]([CH3:40])[CH3:38])=[O:29])=[CH:26][CH:25]=2)=[CH:20][CH:19]=1)([CH3:17])[CH2:9][NH:10][S:11]([CH:14]([CH3:16])[CH3:15])(=[O:13])=[O:12], predict the reactants needed to synthesize it. The reactants are: C(Cl)(=O)C(Cl)=O.[F:7][C:8]([C:18]1[CH:23]=[CH:22][C:21]([C:24]2[CH:32]=[CH:31][C:27]([C:28](O)=[O:29])=[CH:26][CH:25]=2)=[CH:20][CH:19]=1)([CH3:17])[CH2:9][NH:10][S:11]([CH:14]([CH3:16])[CH3:15])(=[O:13])=[O:12].C1COCC1.[CH3:38][NH:39][CH3:40]. (3) The reactants are: [Cl:1][C:2]1[C:7]([O:8][CH3:9])=[CH:6][C:5]([C:10]([C:12]2[C:13]([CH2:26][CH2:27][CH3:28])=[N:14][CH:15]=[CH:16][C:17]=2OC2C=CC(Cl)=CC=2)=O)=[C:4](F)[CH:3]=1.[CH3:30][NH:31][NH2:32].C([O:36][CH2:37][CH3:38])(=O)C. Given the product [Cl:1][C:2]1[CH:3]=[C:4]2[C:5]([C:10]([C:12]3[C:13]([CH2:26][CH2:27][CH3:28])=[N:14][C:15]([O:36][C:37]4[CH:38]=[CH:7][C:2]([Cl:1])=[CH:3][CH:4]=4)=[CH:16][CH:17]=3)=[N:32][N:31]2[CH3:30])=[CH:6][C:7]=1[O:8][CH3:9], predict the reactants needed to synthesize it. (4) Given the product [CH3:26][O:25][C:19]1[CH:18]=[C:17]([CH:22]=[CH:21][C:20]=1[O:23][CH3:24])[CH2:16][N:11]1[C:10](=[O:27])[C:9]([CH3:28])=[C:8]([C:33]2[CH:34]=[CH:35][C:30]([OH:29])=[CH:31][C:32]=2[CH3:39])[N:13]([CH3:14])[C:12]1=[O:15], predict the reactants needed to synthesize it. The reactants are: C(=O)([O-])[O-].[K+].[K+].Br[C:8]1[N:13]([CH3:14])[C:12](=[O:15])[N:11]([CH2:16][C:17]2[CH:22]=[CH:21][C:20]([O:23][CH3:24])=[C:19]([O:25][CH3:26])[CH:18]=2)[C:10](=[O:27])[C:9]=1[CH3:28].[OH:29][C:30]1[CH:35]=[CH:34][C:33](B(O)O)=[C:32]([CH3:39])[CH:31]=1.O1CCOCC1. (5) Given the product [Cl:1][C:2]1[CH:3]=[C:4](/[CH:14]=[CH:15]/[C:16]([O:18][CH2:19][CH3:20])=[O:17])[CH:5]=[N:6][C:7]=1[NH:8][C@@H:9]1[CH2:13][CH2:12][N:11]([CH2:29][C:21]2[CH:26]=[CH:25][CH:24]=[C:23]([CH3:27])[CH:22]=2)[CH2:10]1, predict the reactants needed to synthesize it. The reactants are: [Cl:1][C:2]1[CH:3]=[C:4](/[CH:14]=[CH:15]/[C:16]([O:18][CH2:19][CH3:20])=[O:17])[CH:5]=[N:6][C:7]=1[NH:8][C@@H:9]1[CH2:13][CH2:12][NH:11][CH2:10]1.[C:21]1([CH3:29])[CH:26]=[CH:25][CH:24]=[C:23]([CH:27]=O)[CH:22]=1.C(O[BH-](OC(=O)C)OC(=O)C)(=O)C.[Na+].C([O-])([O-])=O.[K+].[K+]. (6) Given the product [NH:28]1[CH:27]=[C:26]([CH2:25][CH2:24][NH:23][C:2]2[N:11]=[C:10]([N:12]([C:14]3[CH:19]=[CH:18][C:17]([O:20][CH3:21])=[CH:16][CH:15]=3)[CH3:13])[C:9]3[C:4](=[CH:5][CH:6]=[CH:7][CH:8]=3)[N:3]=2)[N:30]=[CH:29]1, predict the reactants needed to synthesize it. The reactants are: Cl[C:2]1[N:11]=[C:10]([N:12]([C:14]2[CH:19]=[CH:18][C:17]([O:20][CH3:21])=[CH:16][CH:15]=2)[CH3:13])[C:9]2[C:4](=[CH:5][CH:6]=[CH:7][CH:8]=2)[N:3]=1.Cl.[NH2:23][CH2:24][CH2:25][C:26]1[N:30]=[CH:29][NH:28][CH:27]=1. (7) Given the product [NH:1]1[CH:5]=[CH:4][N:3]=[C:2]1[C:6]([CH3:10])([CH3:9])[CH:7]=[O:8], predict the reactants needed to synthesize it. The reactants are: [NH:1]1[CH:5]=[CH:4][N:3]=[C:2]1[C:6]([CH3:10])([CH3:9])[CH2:7][OH:8].CC(OI1(OC(C)=O)(OC(C)=O)OC(=O)C2C=CC=CC1=2)=O. (8) Given the product [CH3:25][C:22]1[CH:23]=[CH:24][C:12]2[N:11]=[C:10]([C@@H:8]([NH2:7])[CH3:9])[N:14]([C:15]3[CH:16]=[CH:17][CH:18]=[CH:19][CH:20]=3)[C:13]=2[CH:21]=1, predict the reactants needed to synthesize it. The reactants are: C(OC(=O)[NH:7][C@H:8]([C:10]1[N:14]([C:15]2[CH:20]=[CH:19][CH:18]=[CH:17][CH:16]=2)[C:13]2[CH:21]=[C:22]([CH3:25])[CH:23]=[CH:24][C:12]=2[N:11]=1)[CH3:9])(C)(C)C.C(O)(C(F)(F)F)=O. (9) The reactants are: [F:1][C:2]([F:26])([F:25])[C:3]1[CH:4]=[C:5]([C:21]([F:24])([F:23])[F:22])[C:6]2[CH:7]=[CH:8][C:9]3[N:10]([CH:13]=[C:14]([C:16]([O:18]CC)=O)[N:15]=3)[C:11]=2[N:12]=1.[NH2:27][NH2:28]. Given the product [F:25][C:2]([F:1])([F:26])[C:3]1[CH:4]=[C:5]([C:21]([F:22])([F:24])[F:23])[C:6]2[CH:7]=[CH:8][C:9]3[N:10]([CH:13]=[C:14]([C:16]([NH:27][NH2:28])=[O:18])[N:15]=3)[C:11]=2[N:12]=1, predict the reactants needed to synthesize it. (10) Given the product [Cl:20][C:16]1[CH:15]=[C:14]2[C:19](=[CH:18][CH:17]=1)[C:6](=[O:7])[CH:8]([C:9]([O:11][CH3:12])=[O:10])[CH2:13]2, predict the reactants needed to synthesize it. The reactants are: [Cl-].[Al+3].[Cl-].[Cl-].Cl[C:6]([CH:8]([CH2:13][C:14]1[CH:19]=[CH:18][CH:17]=[C:16]([Cl:20])[CH:15]=1)[C:9]([O:11][CH3:12])=[O:10])=[O:7].Cl.